Dataset: NCI-60 drug combinations with 297,098 pairs across 59 cell lines. Task: Regression. Given two drug SMILES strings and cell line genomic features, predict the synergy score measuring deviation from expected non-interaction effect. (1) Drug 1: C1CC(=O)NC(=O)C1N2CC3=C(C2=O)C=CC=C3N. Drug 2: COCCOC1=C(C=C2C(=C1)C(=NC=N2)NC3=CC=CC(=C3)C#C)OCCOC.Cl. Cell line: NCIH23. Synergy scores: CSS=13.5, Synergy_ZIP=0.635, Synergy_Bliss=6.40, Synergy_Loewe=9.00, Synergy_HSA=7.75. (2) Cell line: NCI-H226. Drug 1: C1=CC(=CC=C1CCC2=CNC3=C2C(=O)NC(=N3)N)C(=O)NC(CCC(=O)O)C(=O)O. Drug 2: CN(CC1=CN=C2C(=N1)C(=NC(=N2)N)N)C3=CC=C(C=C3)C(=O)NC(CCC(=O)O)C(=O)O. Synergy scores: CSS=9.70, Synergy_ZIP=-1.36, Synergy_Bliss=-0.175, Synergy_Loewe=0.618, Synergy_HSA=0.942. (3) Drug 1: CCC1(CC2CC(C3=C(CCN(C2)C1)C4=CC=CC=C4N3)(C5=C(C=C6C(=C5)C78CCN9C7C(C=CC9)(C(C(C8N6C)(C(=O)OC)O)OC(=O)C)CC)OC)C(=O)OC)O.OS(=O)(=O)O. Drug 2: CCC1(C2=C(COC1=O)C(=O)N3CC4=CC5=C(C=CC(=C5CN(C)C)O)N=C4C3=C2)O.Cl. Cell line: MCF7. Synergy scores: CSS=6.94, Synergy_ZIP=-4.24, Synergy_Bliss=-1.74, Synergy_Loewe=-9.51, Synergy_HSA=-3.12. (4) Drug 1: C1=C(C(=O)NC(=O)N1)N(CCCl)CCCl. Drug 2: C1CN(P(=O)(OC1)NCCCl)CCCl. Cell line: 786-0. Synergy scores: CSS=19.6, Synergy_ZIP=-13.0, Synergy_Bliss=-11.3, Synergy_Loewe=-39.2, Synergy_HSA=-11.7. (5) Drug 1: CN1C(=O)N2C=NC(=C2N=N1)C(=O)N. Drug 2: C1C(C(OC1N2C=NC(=NC2=O)N)CO)O. Cell line: RPMI-8226. Synergy scores: CSS=19.5, Synergy_ZIP=-9.11, Synergy_Bliss=-5.31, Synergy_Loewe=-13.8, Synergy_HSA=-3.91. (6) Drug 1: COC1=C(C=C2C(=C1)N=CN=C2NC3=CC(=C(C=C3)F)Cl)OCCCN4CCOCC4. Drug 2: C#CCC(CC1=CN=C2C(=N1)C(=NC(=N2)N)N)C3=CC=C(C=C3)C(=O)NC(CCC(=O)O)C(=O)O. Cell line: BT-549. Synergy scores: CSS=26.7, Synergy_ZIP=-6.56, Synergy_Bliss=-0.0606, Synergy_Loewe=2.16, Synergy_HSA=1.56.